This data is from Forward reaction prediction with 1.9M reactions from USPTO patents (1976-2016). The task is: Predict the product of the given reaction. (1) Given the reactants [Cl:1][C:2]1[CH:7]=[CH:6][N:5]=[C:4]([C:8]#[N:9])[C:3]=1F.[Br:11][C:12]1[CH:13]=[C:14]([OH:19])[CH:15]=[C:16]([Cl:18])[CH:17]=1.C(=O)([O-])[O-].[K+].[K+], predict the reaction product. The product is: [Br:11][C:12]1[CH:13]=[C:14]([CH:15]=[C:16]([Cl:18])[CH:17]=1)[O:19][C:3]1[C:4]([C:8]#[N:9])=[N:5][CH:6]=[CH:7][C:2]=1[Cl:1]. (2) Given the reactants S(=O)(=O)(O)O.[F:6][C:7]1[C:15]([S:16][CH3:17])=[C:14]([C:18]([F:21])([F:20])[F:19])[CH:13]=[CH:12][C:8]=1[C:9]([OH:11])=[O:10].[CH3:22]O, predict the reaction product. The product is: [F:6][C:7]1[C:15]([S:16][CH3:17])=[C:14]([C:18]([F:21])([F:19])[F:20])[CH:13]=[CH:12][C:8]=1[C:9]([O:11][CH3:22])=[O:10]. (3) Given the reactants F[C:2]1[CH:3]=[C:4]([CH:7]=[CH:8][C:9]=1[N+:10]([O-:12])=[O:11])[C:5]#[N:6].[F:13][CH:14]([F:24])[O:15][C:16]1[CH:21]=[CH:20][CH:19]=[CH:18][C:17]=1[CH2:22][NH2:23].C([O-])([O-])=O.[K+].[K+], predict the reaction product. The product is: [F:13][CH:14]([F:24])[O:15][C:16]1[CH:21]=[CH:20][CH:19]=[CH:18][C:17]=1[CH2:22][NH:23][C:2]1[CH:3]=[C:4]([CH:7]=[CH:8][C:9]=1[N+:10]([O-:12])=[O:11])[C:5]#[N:6]. (4) Given the reactants C[O:2][C:3](=[O:41])[CH2:4][CH2:5][CH2:6][CH2:7][C:8]#[C:9][C:10]1[CH:15]=[CH:14][C:13]([C:16]([CH2:38][CH3:39])([C:19]2[CH:24]=[CH:23][C:22](/[CH:25]=[CH:26]/[C:27]([OH:36])([C:32]([F:35])([F:34])[F:33])[C:28]([F:31])([F:30])[F:29])=[C:21]([CH3:37])[CH:20]=2)[CH2:17][CH3:18])=[CH:12][C:11]=1[CH3:40].[OH-].[Na+].C(OCC)(=O)C, predict the reaction product. The product is: [CH2:17]([C:16]([C:13]1[CH:14]=[CH:15][C:10]([C:9]#[C:8][CH2:7][CH2:6][CH2:5][CH2:4][C:3]([OH:41])=[O:2])=[C:11]([CH3:40])[CH:12]=1)([C:19]1[CH:24]=[CH:23][C:22](/[CH:25]=[CH:26]/[C:27]([OH:36])([C:32]([F:33])([F:34])[F:35])[C:28]([F:31])([F:29])[F:30])=[C:21]([CH3:37])[CH:20]=1)[CH2:38][CH3:39])[CH3:18].